Dataset: Full USPTO retrosynthesis dataset with 1.9M reactions from patents (1976-2016). Task: Predict the reactants needed to synthesize the given product. (1) Given the product [CH3:21][O:20][C:4]1[S:5][C:6]([C:14]2[CH:19]=[CH:18][CH:17]=[CH:16][CH:15]=2)=[C:7]([C:9]([O:11][CH3:12])=[O:10])[N:8]=1, predict the reactants needed to synthesize it. The reactants are: [H-].[Na+].Cl[C:4]1[S:5][C:6]([C:14]2[CH:19]=[CH:18][CH:17]=[CH:16][CH:15]=2)=[C:7]([C:9]([O:11][CH2:12]C)=[O:10])[N:8]=1.[OH2:20].[CH3:21]O. (2) Given the product [I-:1].[CH3:13][O:12][C:11]1[CH:10]=[CH:9][C:8]([S+:14]2[C:15]3[CH:26]=[CH:25][CH:24]=[CH:23][C:16]=3[C:17]3[CH:22]=[CH:21][CH:20]=[CH:19][C:18]2=3)=[CH:7][C:6]=1[CH2:5][C:2](=[O:4])[O:3][CH:28]1[CH2:32][CH2:31][O:30][C:29]1=[O:33], predict the reactants needed to synthesize it. The reactants are: [I-:1].[C:2]([CH2:5][C:6]1[CH:7]=[C:8]([S+:14]2[C:18]3[CH:19]=[CH:20][CH:21]=[CH:22][C:17]=3[C:16]3[CH:23]=[CH:24][CH:25]=[CH:26][C:15]2=3)[CH:9]=[CH:10][C:11]=1[O:12][CH3:13])([OH:4])=[O:3].Br[CH:28]1[CH2:32][CH2:31][O:30][C:29]1=[O:33].C(=O)([O-])[O-].[Cs+].[Cs+]. (3) Given the product [Cl:13][C:14]1[CH:19]=[CH:18][C:17]([C:20]2[CH:25]=[CH:24][CH:23]=[CH:22][C:21]=2[CH:26]([NH:28][S:9]([C:5]2[CH:6]=[CH:7][CH:8]=[C:3]([O:2][CH3:1])[CH:4]=2)(=[O:11])=[O:10])[CH3:27])=[C:16]([F:29])[CH:15]=1, predict the reactants needed to synthesize it. The reactants are: [CH3:1][O:2][C:3]1[CH:4]=[C:5]([S:9](Cl)(=[O:11])=[O:10])[CH:6]=[CH:7][CH:8]=1.[Cl:13][C:14]1[CH:19]=[CH:18][C:17]([C:20]2[CH:25]=[CH:24][CH:23]=[CH:22][C:21]=2[CH:26]([NH2:28])[CH3:27])=[C:16]([F:29])[CH:15]=1.C(N(CC)CC)C. (4) Given the product [C:17]([C:21]1[CH:22]=[CH:23][C:24]([CH:27]=[C:28]([F:32])[C:29]([NH:1][CH2:2][C:3]2[CH:8]=[C:7]([CH:9]=[CH2:10])[C:6]([NH:11][S:12]([CH3:15])(=[O:14])=[O:13])=[C:5]([F:16])[CH:4]=2)=[O:30])=[CH:25][CH:26]=1)([CH3:20])([CH3:18])[CH3:19], predict the reactants needed to synthesize it. The reactants are: [NH2:1][CH2:2][C:3]1[CH:8]=[C:7]([CH:9]=[CH2:10])[C:6]([NH:11][S:12]([CH3:15])(=[O:14])=[O:13])=[C:5]([F:16])[CH:4]=1.[C:17]([C:21]1[CH:26]=[CH:25][C:24]([CH:27]=[C:28]([F:32])[C:29](O)=[O:30])=[CH:23][CH:22]=1)([CH3:20])([CH3:19])[CH3:18].CCOC(OC(OCC)=O)=O. (5) Given the product [CH2:30]([O:34][C:2]1[CH:27]=[CH:26][C:5]([C:6]([NH:8][C:9]2[S:10][C:11]3[C:17]([N:18]4[CH2:23][CH2:22][O:21][CH2:20][CH2:19]4)=[CH:16][CH:15]=[C:14]([O:24][CH3:25])[C:12]=3[N:13]=2)=[O:7])=[CH:4][N:3]=1)[CH2:31][CH2:32][CH3:33], predict the reactants needed to synthesize it. The reactants are: Cl[C:2]1[CH:27]=[CH:26][C:5]([C:6]([NH:8][C:9]2[S:10][C:11]3[C:17]([N:18]4[CH2:23][CH2:22][O:21][CH2:20][CH2:19]4)=[CH:16][CH:15]=[C:14]([O:24][CH3:25])[C:12]=3[N:13]=2)=[O:7])=[CH:4][N:3]=1.[H-].[Na+].[CH2:30]([OH:34])[CH2:31][CH2:32][CH3:33].